Dataset: Reaction yield outcomes from USPTO patents with 853,638 reactions. Task: Predict the reaction yield, written as a fraction of the theoretical maximum amount of product (1.0 means a 100% yield; for example, 0.34 means a 34% yield). (1) The product is [CH3:40][CH:38]([C:14]1[O:13][N:12]=[C:11]([CH2:10][O:50][C:43]2[C:42]([Cl:41])=[CH:47][C:46]([Cl:48])=[CH:45][C:44]=2[Cl:49])[C:15]=1[CH2:16][O:17][C:18]1[CH:19]=[C:20]2[C:24](=[CH:25][CH:26]=1)[N:23]([CH2:27][C:28]1[CH:29]=[C:30]([CH:35]=[CH:36][CH:37]=1)[C:31]([O:33][CH3:34])=[O:32])[CH:22]=[CH:21]2)[CH3:39]. No catalyst specified. The reactants are CC1C=CC=C(C)C=1O[CH2:10][C:11]1[C:15]([CH2:16][O:17][C:18]2[CH:19]=[C:20]3[C:24](=[CH:25][CH:26]=2)[N:23]([CH2:27][C:28]2[CH:29]=[C:30]([CH:35]=[CH:36][CH:37]=2)[C:31]([O:33][CH3:34])=[O:32])[CH:22]=[CH:21]3)=[C:14]([CH:38]([CH3:40])[CH3:39])[O:13][N:12]=1.[Cl:41][C:42]1[CH:47]=[C:46]([Cl:48])[CH:45]=[C:44]([Cl:49])[C:43]=1[OH:50]. The yield is 0.230. (2) The reactants are [F:1][C:2]1[CH:16]=[CH:15][C:5]([O:6][C:7]2[CH:14]=[CH:13][C:10]([C:11]#[N:12])=[CH:9][CH:8]=2)=[CH:4][C:3]=1[O:17][CH3:18].[Br:19]N1C(=O)CCC1=O.C(OCC)C.O. The catalyst is C(#N)C. The product is [Br:19][C:15]1[CH:16]=[C:2]([F:1])[C:3]([O:17][CH3:18])=[CH:4][C:5]=1[O:6][C:7]1[CH:14]=[CH:13][C:10]([C:11]#[N:12])=[CH:9][CH:8]=1. The yield is 0.910.